From a dataset of HIV replication inhibition screening data with 41,000+ compounds from the AIDS Antiviral Screen. Binary Classification. Given a drug SMILES string, predict its activity (active/inactive) in a high-throughput screening assay against a specified biological target. (1) The drug is CC(=O)OCC(=O)C12OC(C)(C)OC1CC1C3CC(C=O)=C4C=C(OCCCl)CCC4(C)C3(F)C(O)CC12C. The result is 0 (inactive). (2) The compound is O=C1c2cc3c(cc2NC(c2ccccc2F)C1O)OCO3. The result is 0 (inactive). (3) The drug is CCCCCCC(=O)N1SC(NC(=O)OC)=Nc2ccccc21. The result is 0 (inactive). (4) The result is 0 (inactive). The molecule is CCc1cc(-c2nsc(=O)o2)c(S(=O)(=O)CC)s1. (5) The compound is COC(=O)C12C3C4C1C1C2C3C41C(=O)NC(C)(C)CC(=O)O. The result is 0 (inactive). (6) The molecule is CCCCSc1ccc2n(c1)cc(-c1ccc(C=NNC(=O)c3ccc(C(=O)NN=Cc4ccc(-c5cn6cc(SCCCC)ccc6[n+]5C)cc4)cc3)cc1)[n+]2C.Cc1ccc(S(=O)(O)=[OH+])cc1. The result is 0 (inactive). (7) The drug is CC(C)=CCCC(C)=CCCC1(C)C=Cc2c(c3ccccc3oc2=O)O1. The result is 0 (inactive). (8) The compound is COc1ccc(C=Cc2nc(=S)[nH][nH]2)cc1OC. The result is 0 (inactive). (9) The compound is Cc1cccc2c1c(=O)c1c(O)c3c(cc1n2C)OC(C)(C)C=C3. The result is 0 (inactive). (10) The molecule is CSc1nc(Cl)c2c(n1)Sc1nc3cc4c(cc3n1C2O)OCCO4. The result is 0 (inactive).